Dataset: Catalyst prediction with 721,799 reactions and 888 catalyst types from USPTO. Task: Predict which catalyst facilitates the given reaction. (1) Reactant: Cl[CH2:2][CH2:3][C:4]([NH:6][C:7]1[CH:20]=[CH:19][C:18]2[C:17](=[O:21])[C:16]3[C:11](=[CH:12][C:13]([NH:22][C:23](=[O:27])[CH2:24][CH2:25]Cl)=[CH:14][CH:15]=3)[C:10](=[O:28])[C:9]=2[CH:8]=1)=[O:5].[CH2:29]([NH2:32])[CH2:30][CH3:31].[N:33]1C=C[CH:36]=[CH:35][CH:34]=1. Product: [CH2:29]([NH:32][CH2:2][CH2:3][C:4]([NH:6][C:7]1[CH:20]=[CH:19][C:18]2[C:17](=[O:21])[C:16]3[C:11](=[CH:12][C:13]([NH:22][C:23](=[O:27])[CH2:24][CH2:25][NH:33][CH2:34][CH2:35][CH3:36])=[CH:14][CH:15]=3)[C:10](=[O:28])[C:9]=2[CH:8]=1)=[O:5])[CH2:30][CH3:31]. The catalyst class is: 9. (2) The catalyst class is: 2. Reactant: [F:1][CH:2]([F:5])[CH2:3][OH:4].[S:6](Cl)([C:9]1[CH:15]=[CH:14][C:12]([CH3:13])=[CH:11][CH:10]=1)(=[O:8])=[O:7].Cl. Product: [CH3:13][C:12]1[CH:14]=[CH:15][C:9]([S:6]([O:4][CH2:3][CH:2]([F:5])[F:1])(=[O:8])=[O:7])=[CH:10][CH:11]=1. (3) Reactant: [N+:1]([C:4]1[CH:5]=[CH:6][C:7]([NH:10][C:11]2[CH:16]=[CH:15][CH:14]=[C:13]([NH2:17])[N:12]=2)=[N:8][CH:9]=1)([O-])=O.C(=O)=O. Product: [NH2:1][C:4]1[CH:5]=[CH:6][C:7]([NH:10][C:11]2[CH:16]=[CH:15][CH:14]=[C:13]([NH2:17])[N:12]=2)=[N:8][CH:9]=1. The catalyst class is: 43. (4) Reactant: [CH:1]1([C:4]2[C:9]([C:10]([O:12]CC)=[O:11])=[CH:8][N:7]=[C:6]([S:15][CH3:16])[N:5]=2)[CH2:3][CH2:2]1.[OH-].[Na+]. Product: [CH:1]1([C:4]2[C:9]([C:10]([OH:12])=[O:11])=[CH:8][N:7]=[C:6]([S:15][CH3:16])[N:5]=2)[CH2:2][CH2:3]1. The catalyst class is: 5.